Dataset: Catalyst prediction with 721,799 reactions and 888 catalyst types from USPTO. Task: Predict which catalyst facilitates the given reaction. (1) Reactant: [CH3:1][Si:2]([CH3:17])([CH3:16])[CH2:3][CH2:4][O:5][CH2:6][N:7]1[C:11]2[CH:12]=[CH:13][CH:14]=[CH:15][C:10]=2[N:9]=[CH:8]1.[Li+].C[Si]([N-][Si](C)(C)C)(C)C.CON(C)[C:31](=[O:47])[C:32]1[CH:37]=[CH:36][C:35]([B:38]2[O:42][C:41]([CH3:44])([CH3:43])[C:40]([CH3:46])([CH3:45])[O:39]2)=[CH:34][CH:33]=1.O. Product: [CH3:43][C:41]1([CH3:44])[C:40]([CH3:45])([CH3:46])[O:39][B:38]([C:35]2[CH:34]=[CH:33][C:32]([C:31]([C:8]3[N:7]([CH2:6][O:5][CH2:4][CH2:3][Si:2]([CH3:17])([CH3:16])[CH3:1])[C:11]4[CH:12]=[CH:13][CH:14]=[CH:15][C:10]=4[N:9]=3)=[O:47])=[CH:37][CH:36]=2)[O:42]1. The catalyst class is: 1. (2) Reactant: Cl.[CH3:2][O:3][C:4](=[O:25])[C@H:5]([CH:22]([CH3:24])[CH3:23])[NH:6][CH2:7][C:8]1[CH:13]=[CH:12][C:11]([C:14]2[CH:19]=[CH:18][CH:17]=[CH:16][C:15]=2[C:20]#[N:21])=[CH:10][CH:9]=1.C(=O)(O)[O-].[Na+].[C:31](Cl)(=[O:36])[CH2:32][CH2:33][CH2:34][CH3:35]. Product: [CH3:2][O:3][C:4](=[O:25])[C@H:5]([CH:22]([CH3:23])[CH3:24])[N:6]([CH2:7][C:8]1[CH:13]=[CH:12][C:11]([C:14]2[CH:19]=[CH:18][CH:17]=[CH:16][C:15]=2[C:20]#[N:21])=[CH:10][CH:9]=1)[C:31](=[O:36])[CH2:32][CH2:33][CH2:34][CH3:35]. The catalyst class is: 226. (3) Reactant: CO[C:3]1[C@@H:4]([CH2:14][C:15]2[CH:20]=[CH:19][C:18]([C:21]([F:24])([F:23])[F:22])=[CH:17][C:16]=2[F:25])[N:5]=C(OC)[C@H](C(C)C)N=1.C(#N)C.ClCCl.FC(F)(F)[C:34]([OH:36])=[O:35].[C:47](O[C:47]([O:49][C:50]([CH3:53])([CH3:52])[CH3:51])=[O:48])([O:49][C:50]([CH3:53])([CH3:52])[CH3:51])=[O:48]. Product: [C:50]([O:49][C:47]([NH:5][C@H:4]([CH2:14][C:15]1[CH:20]=[CH:19][C:18]([C:21]([F:22])([F:23])[F:24])=[CH:17][C:16]=1[F:25])[CH2:3][C:34]([OH:36])=[O:35])=[O:48])([CH3:51])([CH3:52])[CH3:53]. The catalyst class is: 7. (4) Reactant: Cl.[NH2:2][CH:3]1[CH2:12][C:11]2[CH:10]=[C:9]([OH:13])[CH:8]=[CH:7][C:6]=2[CH2:5][CH2:4]1.CN(C=O)C.[C:19]([O:23][C:24](O[C:24]([O:23][C:19]([CH3:22])([CH3:21])[CH3:20])=[O:25])=[O:25])([CH3:22])([CH3:21])[CH3:20]. Product: [OH:13][C:9]1[CH:10]=[C:11]2[C:6]([CH2:5][CH2:4][CH:3]([NH:2][C:24](=[O:25])[O:23][C:19]([CH3:22])([CH3:21])[CH3:20])[CH2:12]2)=[CH:7][CH:8]=1. The catalyst class is: 6. (5) Reactant: [N+:1]([C:4]1[CH:11]=[C:8]([C:9]#[N:10])[C:7]([NH2:12])=[CH:6][CH:5]=1)([O-:3])=[O:2].[CH3:13][N:14]([CH3:17])[CH:15]=O. Product: [C:9]([C:8]1[CH:11]=[C:4]([N+:1]([O-:3])=[O:2])[CH:5]=[CH:6][C:7]=1[N:12]=[CH:13][N:14]([CH3:17])[CH3:15])#[N:10]. The catalyst class is: 22.